Task: Regression. Given a peptide amino acid sequence and an MHC pseudo amino acid sequence, predict their binding affinity value. This is MHC class II binding data.. Dataset: Peptide-MHC class II binding affinity with 134,281 pairs from IEDB (1) The peptide sequence is GELQIVDEIDAAFKI. The MHC is DRB1_0404 with pseudo-sequence DRB1_0404. The binding affinity (normalized) is 0.613. (2) The peptide sequence is KLIEDINVGFKAAVA. The binding affinity (normalized) is 0.510. The MHC is HLA-DQA10102-DQB10602 with pseudo-sequence HLA-DQA10102-DQB10602. (3) The MHC is DRB1_0802 with pseudo-sequence DRB1_0802. The binding affinity (normalized) is 0.438. The peptide sequence is ELYYAIYKASPTLAF.